Dataset: Peptide-MHC class I binding affinity with 185,985 pairs from IEDB/IMGT. Task: Regression. Given a peptide amino acid sequence and an MHC pseudo amino acid sequence, predict their binding affinity value. This is MHC class I binding data. The peptide sequence is FQPQNSQFI. The MHC is H-2-Db with pseudo-sequence H-2-Db. The binding affinity (normalized) is 0.770.